Dataset: Forward reaction prediction with 1.9M reactions from USPTO patents (1976-2016). Task: Predict the product of the given reaction. The product is: [F:25][C:26]1[CH:31]=[CH:30][C:29]([O:32][CH3:33])=[CH:28][C:27]=1[C:2]1[CH:7]=[CH:6][CH:5]=[C:4]([C:8]2([C:18]3[CH:23]=[CH:22][N:21]=[CH:20][C:19]=3[F:24])[C:16]3[C:11](=[CH:12][CH:13]=[CH:14][CH:15]=3)[C:10]([NH2:17])=[N:9]2)[CH:3]=1. Given the reactants Br[C:2]1[CH:3]=[C:4]([C:8]2([C:18]3[CH:23]=[CH:22][N:21]=[CH:20][C:19]=3[F:24])[C:16]3[C:11](=[CH:12][CH:13]=[CH:14][CH:15]=3)[C:10]([NH2:17])=[N:9]2)[CH:5]=[CH:6][CH:7]=1.[F:25][C:26]1[CH:31]=[CH:30][C:29]([O:32][CH3:33])=[CH:28][C:27]=1B(O)O, predict the reaction product.